From a dataset of Full USPTO retrosynthesis dataset with 1.9M reactions from patents (1976-2016). Predict the reactants needed to synthesize the given product. (1) The reactants are: [Cl:1][C:2]1[C:3]([CH3:53])=[C:4]([C:18]2[C:26]3[C:25]([O:27][C@H:28]([CH2:34][C:35]4[CH:40]=[CH:39][CH:38]=[CH:37][C:36]=4[O:41]C4CCCCO4)[C:29]([O:31][CH2:32][CH3:33])=[O:30])=[N:24][CH:23]=[N:22][C:21]=3[S:20][C:19]=2[CH2:48][CH2:49][CH2:50][O:51][CH3:52])[CH:5]=[CH:6][C:7]=1[O:8][CH2:9][CH2:10][N:11]1[CH2:16][CH2:15][N:14]([CH3:17])[CH2:13][CH2:12]1.Cl. Given the product [Cl:1][C:2]1[C:3]([CH3:53])=[C:4]([C:18]2[C:26]3[C:25]([O:27][C@H:28]([CH2:34][C:35]4[CH:40]=[CH:39][CH:38]=[CH:37][C:36]=4[OH:41])[C:29]([O:31][CH2:32][CH3:33])=[O:30])=[N:24][CH:23]=[N:22][C:21]=3[S:20][C:19]=2[CH2:48][CH2:49][CH2:50][O:51][CH3:52])[CH:5]=[CH:6][C:7]=1[O:8][CH2:9][CH2:10][N:11]1[CH2:16][CH2:15][N:14]([CH3:17])[CH2:13][CH2:12]1, predict the reactants needed to synthesize it. (2) Given the product [O:17]=[C:18]([C:20]1([C:23]([F:26])([F:25])[F:24])[CH2:22][CH2:21]1)[CH2:2][C:3]#[N:5], predict the reactants needed to synthesize it. The reactants are: [Li+].[CH3:2][CH:3]([N-:5]C(C)C)C.C(=O)=O.CC(C)=O.C[O:17][C:18]([C:20]1([C:23]([F:26])([F:25])[F:24])[CH2:22][CH2:21]1)=O.C(#N)C.